From a dataset of Full USPTO retrosynthesis dataset with 1.9M reactions from patents (1976-2016). Predict the reactants needed to synthesize the given product. (1) Given the product [CH3:10][O:11][C:12]1[CH:13]=[CH:14][C:15]2[O:20][CH:19]([C:21]3[CH:26]=[CH:25][CH:24]=[CH:23][CH:22]=3)[CH2:18][N:17]([CH2:27][CH2:28][NH:29][C:8]([NH:7][C:1]3[CH:6]=[CH:5][CH:4]=[CH:3][CH:2]=3)=[O:9])[C:16]=2[CH:38]=1, predict the reactants needed to synthesize it. The reactants are: [C:1]1([N:7]=[C:8]=[O:9])[CH:6]=[CH:5][CH:4]=[CH:3][CH:2]=1.[CH3:10][O:11][C:12]1[CH:13]=[CH:14][C:15]2[O:20][CH:19]([C:21]3[CH:26]=[CH:25][CH:24]=[CH:23][CH:22]=3)[CH2:18][N:17]([CH2:27][CH2:28][NH:29]C(=O)C3C=CC=CC=3)[C:16]=2[CH:38]=1.O.Cl. (2) Given the product [C:16]12([NH:26][C:13](=[O:15])[CH2:12][N:8]([C:6]([O:5][C:1]([CH3:2])([CH3:3])[CH3:4])=[O:7])[CH2:9][CH2:10][CH3:11])[CH2:23][CH:22]3[CH2:21][CH:20]([CH2:19][CH:18]([CH2:24]3)[CH2:17]1)[CH2:25]2, predict the reactants needed to synthesize it. The reactants are: [C:1]([O:5][C:6]([N:8]([CH2:12][C:13]([OH:15])=O)[CH2:9][CH2:10][CH3:11])=[O:7])([CH3:4])([CH3:3])[CH3:2].[C:16]12([NH2:26])[CH2:25][CH:20]3[CH2:21][CH:22]([CH2:24][CH:18]([CH2:19]3)[CH2:17]1)[CH2:23]2.C(N(CC)C(C)C)(C)C. (3) The reactants are: [N+:1]([O-:4])(O)=[O:2].S(=O)(=O)(O)O.[C:10]1([C@H:16]2[CH2:21][CH2:20][C@H:19]([CH2:22][C:23]([O:25][CH3:26])=[O:24])[CH2:18][CH2:17]2)[CH:15]=[CH:14][CH:13]=[CH:12][CH:11]=1.C(N1CCN(C2C=CC(NC(=O)C(OC)=O)=CC=2)CC1)(=O)C. Given the product [N+:1]([C:13]1[CH:14]=[CH:15][C:10]([C@H:16]2[CH2:17][CH2:18][C@H:19]([CH2:22][C:23]([O:25][CH3:26])=[O:24])[CH2:20][CH2:21]2)=[CH:11][CH:12]=1)([O-:4])=[O:2], predict the reactants needed to synthesize it. (4) Given the product [Br:1][C:2]1[CH:3]=[CH:4][C:5]([NH:12][C:13]([C:15]2[C:19]3[CH:20]=[C:21]([S:24]([N:28]4[CH2:33][CH2:32][O:31][CH2:30][CH2:29]4)(=[O:25])=[O:26])[CH:22]=[CH:23][C:18]=3[O:17][N:16]=2)=[O:14])=[C:6]([CH:11]=1)[C:7]([OH:9])=[O:8], predict the reactants needed to synthesize it. The reactants are: [Br:1][C:2]1[CH:3]=[CH:4][C:5]([NH:12][C:13]([C:15]2[C:19]3[CH:20]=[C:21]([S:24](Cl)(=[O:26])=[O:25])[CH:22]=[CH:23][C:18]=3[O:17][N:16]=2)=[O:14])=[C:6]([CH:11]=1)[C:7]([O:9]C)=[O:8].[NH:28]1[CH2:33][CH2:32][O:31][CH2:30][CH2:29]1. (5) Given the product [F:30][CH:31]([F:35])[CH2:32][N:33]([CH3:34])[C:27]([CH:25]1[CH2:24][CH2:23][C:22]2[C:15]3[C:14]([NH:13][C:5]4[CH:6]=[C:7]5[C:11](=[CH:12][C:4]=4[O:3][CH2:1][CH3:2])[NH:10][N:9]=[CH:8]5)=[N:19][CH:18]=[N:17][C:16]=3[S:20][C:21]=2[CH2:26]1)=[O:29], predict the reactants needed to synthesize it. The reactants are: [CH2:1]([O:3][C:4]1[CH:12]=[C:11]2[C:7]([CH:8]=[N:9][NH:10]2)=[CH:6][C:5]=1[NH:13][C:14]1[C:15]2[C:22]3[CH2:23][CH2:24][CH:25]([C:27]([OH:29])=O)[CH2:26][C:21]=3[S:20][C:16]=2[N:17]=[CH:18][N:19]=1)[CH3:2].[F:30][CH:31]([F:35])[CH2:32][NH:33][CH3:34].